Dataset: Reaction yield outcomes from USPTO patents with 853,638 reactions. Task: Predict the reaction yield, written as a fraction of the theoretical maximum amount of product (1.0 means a 100% yield; for example, 0.34 means a 34% yield). (1) The reactants are [Cl:1][C:2]1[CH:11]=[CH:10][C:9]([NH2:12])=[C:8]2[C:3]=1[CH:4]=[CH:5][CH:6]=[N:7]2.[N+:13]([C:16]1[CH:21]=[C:20]([C:22]([F:25])([F:24])[F:23])[CH:19]=[CH:18][C:17]=1[S:26](Cl)(=[O:28])=[O:27])([O-:15])=[O:14]. No catalyst specified. The product is [Cl:1][C:2]1[CH:11]=[CH:10][C:9]([NH:12][S:26]([C:17]2[CH:18]=[CH:19][C:20]([C:22]([F:24])([F:25])[F:23])=[CH:21][C:16]=2[N+:13]([O-:15])=[O:14])(=[O:27])=[O:28])=[C:8]2[C:3]=1[CH:4]=[CH:5][CH:6]=[N:7]2. The yield is 0.500. (2) The reactants are [N:1]1[CH:6]=[CH:5][CH:4]=[CH:3][C:2]=1[N:7]1[CH2:12][CH2:11][NH:10][CH2:9][CH2:8]1.C=O.[F:15][C:16]([F:27])([F:26])[C:17]1[CH:18]=[C:19]([CH:23]=[CH:24][CH:25]=1)[C:20]([NH2:22])=[O:21].[C:28](=O)([O-])[O-].[K+].[K+]. The catalyst is C(O)C. The product is [N:1]1[CH:6]=[CH:5][CH:4]=[CH:3][C:2]=1[N:7]1[CH2:8][CH2:9][N:10]([CH2:28][NH:22][C:20](=[O:21])[C:19]2[CH:23]=[CH:24][CH:25]=[C:17]([C:16]([F:26])([F:27])[F:15])[CH:18]=2)[CH2:11][CH2:12]1. The yield is 0.550. (3) The reactants are [CH3:1][O:2][C:3]([C:5]1([C:8]2[CH:13]=[CH:12][C:11]([O:14]C)=[C:10]([N+:16]([O-:18])=[O:17])[CH:9]=2)[CH2:7][CH2:6]1)=[O:4].B(Br)(Br)Br.O. The catalyst is C(Cl)Cl. The product is [CH3:1][O:2][C:3]([C:5]1([C:8]2[CH:13]=[CH:12][C:11]([OH:14])=[C:10]([N+:16]([O-:18])=[O:17])[CH:9]=2)[CH2:6][CH2:7]1)=[O:4]. The yield is 0.780. (4) The reactants are [Cl:1][C:2]1[N:3]=[C:4]([NH:18][CH2:19][CH2:20][NH:21][CH3:22])[C:5]2[CH2:10][CH2:9][CH:8]([C:11]3[CH:16]=[CH:15][C:14]([F:17])=[CH:13][CH:12]=3)[C:6]=2[N:7]=1.Br[CH2:24][CH2:25][O:26][C:27]1[CH:32]=[C:31]([N+:33]([O-:35])=[O:34])[CH:30]=[CH:29][C:28]=1[N:36]1[CH:40]=[N:39][C:38]([CH3:41])=[N:37]1. The catalyst is CN(C=O)C. The product is [Cl:1][C:2]1[N:3]=[C:4]([NH:18][CH2:19][CH2:20][N:21]([CH3:22])[CH2:24][CH2:25][O:26][C:27]2[CH:32]=[C:31]([N+:33]([O-:35])=[O:34])[CH:30]=[CH:29][C:28]=2[N:36]2[CH:40]=[N:39][C:38]([CH3:41])=[N:37]2)[C:5]2[CH2:10][CH2:9][CH:8]([C:11]3[CH:16]=[CH:15][C:14]([F:17])=[CH:13][CH:12]=3)[C:6]=2[N:7]=1. The yield is 0.131. (5) The reactants are [CH3:1][N:2]1[C:6]2[CH:7]=[CH:8][CH:9]=[CH:10][C:5]=2[N:4]=[C:3]1[CH:11]=[O:12].[BH4-].[Na+].[Cl-].[NH4+]. The catalyst is CO. The product is [CH3:1][N:2]1[C:6]2[CH:7]=[CH:8][CH:9]=[CH:10][C:5]=2[N:4]=[C:3]1[CH2:11][OH:12]. The yield is 0.990. (6) The reactants are [CH2:1]([C:3]1[C:8](=[O:9])[NH:7][C:6]([CH3:10])=[C:5]([C:11]2[S:15][C:14]([S:16](Cl)(=[O:18])=[O:17])=[CH:13][CH:12]=2)[CH:4]=1)[CH3:2].[NH2:20][CH2:21][CH2:22][OH:23]. No catalyst specified. The product is [OH:23][CH2:22][CH2:21][NH:20][S:16]([C:14]1[S:15][C:11]([C:5]2[CH:4]=[C:3]([CH2:1][CH3:2])[C:8](=[O:9])[NH:7][C:6]=2[CH3:10])=[CH:12][CH:13]=1)(=[O:18])=[O:17]. The yield is 0.380. (7) The reactants are C(Cl)(=O)C(Cl)=O.CS(C)=O.[CH2:11]([O:18][CH:19]([CH2:22]O)[CH2:20]O)[C:12]1[CH:17]=[CH:16][CH:15]=[CH:14][CH:13]=1.C(N(CC)CC)C.Cl.[NH2:32][C:33]1[NH:37][N:36]=[CH:35][C:34]=1[C:38]([OH:40])=[O:39]. The catalyst is ClCCl. The product is [CH2:11]([O:18][C:19]1[CH:20]=[N:32][C:33]2[N:37]([N:36]=[CH:35][C:34]=2[C:38]([OH:40])=[O:39])[CH:22]=1)[C:12]1[CH:13]=[CH:14][CH:15]=[CH:16][CH:17]=1. The yield is 0.0900. (8) The product is [C:26]1([C:24]2[N:23]=[C:22]([NH2:32])[N:21]=[C:20]([NH:14][C:13]3[CH:15]=[CH:16][C:10]([O:9][C:7]4[CH:6]=[CH:5][N:4]=[C:3]([C:2]([F:1])([F:17])[F:18])[N:8]=4)=[CH:11][CH:12]=3)[CH:25]=2)[CH:27]=[CH:28][CH:29]=[CH:30][CH:31]=1. The catalyst is O. The yield is 0.720. The reactants are [F:1][C:2]([F:18])([F:17])[C:3]1[N:8]=[C:7]([O:9][C:10]2[CH:16]=[CH:15][C:13]([NH2:14])=[CH:12][CH:11]=2)[CH:6]=[CH:5][N:4]=1.Cl[C:20]1[CH:25]=[C:24]([C:26]2[CH:31]=[CH:30][CH:29]=[CH:28][CH:27]=2)[N:23]=[C:22]([NH2:32])[N:21]=1.C(O)(C)C.[OH-].[Na+]. (9) The reactants are C(O[C:9](=O)[N:10]([C@H:12]1[CH2:17][CH2:16][C@H:15]([CH2:18][CH2:19][CH2:20][CH2:21][CH2:22][Br:23])[CH2:14][CH2:13]1)C)C1C=CC=CC=1. The catalyst is Br. The product is [BrH:23].[Br:23][CH2:22][CH2:21][CH2:20][CH2:19][CH2:18][C@H:15]1[CH2:14][CH2:13][C@H:12]([NH:10][CH3:9])[CH2:17][CH2:16]1. The yield is 0.900. (10) The reactants are Cl.[NH2:2][CH:3]([C:26]([O:28][CH3:29])=[O:27])[CH2:4][C:5]1[CH:25]=[CH:24][C:8]([O:9][C:10]2[CH:23]=[CH:22][C:13]([CH:14]=[C:15]3[S:19][C:18](=[O:20])[NH:17][C:16]3=[O:21])=[CH:12][CH:11]=2)=[CH:7][CH:6]=1.[C:30]([N:37]1[CH2:41][CH2:40][CH2:39][CH:38]1[C:42](O)=[O:43])([O:32][C:33]([CH3:36])([CH3:35])[CH3:34])=[O:31].C1(N=C=NC2CCCCC2)CCCCC1.O. The catalyst is CN(C)C=O.C(OCC)(=O)C. The product is [C:33]([O:32][C:30]([N:37]1[CH2:41][CH2:40][CH2:39][CH:38]1[C:42](=[O:43])[NH:2][CH:3]([C:26]([O:28][CH3:29])=[O:27])[CH2:4][C:5]1[CH:25]=[CH:24][C:8]([O:9][C:10]2[CH:23]=[CH:22][C:13]([CH:14]=[C:15]3[S:19][C:18](=[O:20])[NH:17][C:16]3=[O:21])=[CH:12][CH:11]=2)=[CH:7][CH:6]=1)=[O:31])([CH3:36])([CH3:35])[CH3:34]. The yield is 0.324.